This data is from Peptide-MHC class I binding affinity with 185,985 pairs from IEDB/IMGT. The task is: Regression. Given a peptide amino acid sequence and an MHC pseudo amino acid sequence, predict their binding affinity value. This is MHC class I binding data. The peptide sequence is GESKSYCEL. The MHC is HLA-B45:01 with pseudo-sequence HLA-B45:01. The binding affinity (normalized) is 0.463.